From a dataset of Forward reaction prediction with 1.9M reactions from USPTO patents (1976-2016). Predict the product of the given reaction. (1) Given the reactants [H-].[Al+3].[Li+].[H-].[H-].[H-].[OH:7][CH2:8][C:9]1[CH:10]=[CH:11][C:12]([CH2:16][C:17]2[CH:22]=[CH:21][C:20](SC)=[CH:19][CH:18]=2)=[C:13]([OH:15])[CH:14]=1, predict the reaction product. The product is: [OH:7][CH2:8][C:9]1[CH:10]=[CH:11][C:12]([CH2:16][C:17]2[CH:22]=[CH:21][C:20]([CH2:14][CH2:9][CH2:8][OH:7])=[CH:19][CH:18]=2)=[C:13]([OH:15])[CH:14]=1. (2) Given the reactants [CH2:1]([O:8][C:9]1[CH:14]=[CH:13][NH:12][C:11](=[O:15])[CH:10]=1)[C:2]1[CH:7]=[CH:6][CH:5]=[CH:4][CH:3]=1.[H-].[Na+].CN(C=O)C.[Cl:23][C:24]1[CH:31]=[CH:30][CH:29]=[CH:28][C:25]=1[CH2:26]Cl, predict the reaction product. The product is: [CH2:1]([O:8][C:9]1[CH:14]=[CH:13][N:12]([CH2:26][C:25]2[CH:28]=[CH:29][CH:30]=[CH:31][C:24]=2[Cl:23])[C:11](=[O:15])[CH:10]=1)[C:2]1[CH:3]=[CH:4][CH:5]=[CH:6][CH:7]=1.